From a dataset of Forward reaction prediction with 1.9M reactions from USPTO patents (1976-2016). Predict the product of the given reaction. (1) Given the reactants [C:1]1([CH2:7][CH2:8][C:9]([N:11]2[CH2:16][CH2:15][CH:14]([CH2:17][N:18]3[C:26]4[C:21](=[CH:22][C:23]([C:27]#[C:28][Si](C)(C)C)=[CH:24][CH:25]=4)[CH:20]=[CH:19]3)[CH2:13][CH2:12]2)=[O:10])[CH:6]=[CH:5][CH:4]=[CH:3][CH:2]=1.C(=O)([O-])[O-].[K+].[K+].C(OCC)(=O)C.O, predict the reaction product. The product is: [C:27]([C:23]1[CH:22]=[C:21]2[C:26](=[CH:25][CH:24]=1)[N:18]([CH2:17][CH:14]1[CH2:15][CH2:16][N:11]([C:9](=[O:10])[CH2:8][CH2:7][C:1]3[CH:2]=[CH:3][CH:4]=[CH:5][CH:6]=3)[CH2:12][CH2:13]1)[CH:19]=[CH:20]2)#[CH:28]. (2) Given the reactants [N+:1]([C:4]1[C:13]2[C:8](=[CH:9][CH:10]=[CH:11][CH:12]=2)[C:7]([O:14][C:15]2[N:20]=[CH:19][N:18]=[C:17]([NH2:21])[CH:16]=2)=[CH:6][CH:5]=1)([O-:3])=[O:2].CCN(C(C)C)C(C)C.[CH3:31][O:32][CH2:33][C:34](Cl)=[O:35], predict the reaction product. The product is: [CH3:31][O:32][CH2:33][C:34]([NH:21][C:17]1[CH:16]=[C:15]([O:14][C:7]2[C:8]3[C:13](=[CH:12][CH:11]=[CH:10][CH:9]=3)[C:4]([N+:1]([O-:3])=[O:2])=[CH:5][CH:6]=2)[N:20]=[CH:19][N:18]=1)=[O:35].